Dataset: Catalyst prediction with 721,799 reactions and 888 catalyst types from USPTO. Task: Predict which catalyst facilitates the given reaction. (1) Reactant: [CH3:1][CH:2]1[O:10][C:5]2([CH2:11][CH2:12][CH2:13][CH2:14][CH2:15][OH:16])[O:6][CH:7]([CH3:9])[CH2:8][N:4]2[CH2:3]1.C(N(CC)CC)C.[C:24](Cl)(=[O:28])[C:25]([CH3:27])=[CH2:26]. Product: [CH3:1][CH:2]1[O:10][C:5]2([CH2:11][CH2:12][CH2:13][CH2:14][CH2:15][O:16][C:24](=[O:28])[C:25]([CH3:27])=[CH2:26])[O:6][CH:7]([CH3:9])[CH2:8][N:4]2[CH2:3]1. The catalyst class is: 22. (2) Reactant: [OH:1][C:2]([C:4]([F:7])([F:6])[F:5])=[O:3].[F:8][C:9]1[CH:10]=[C:11]([CH:14]=[CH:15][C:16]=1[O:17][CH:18]1[CH2:23][CH2:22][N:21]([C:24]2[N:29]=[C:28]3[CH2:30][NH:31][CH2:32][CH2:33][C:27]3=[N:26][C:25]=2[NH:34][CH:35]([CH3:37])[CH3:36])[CH2:20][CH2:19]1)[C:12]#[N:13].C(N(CC)CC)C.[CH3:45][S:46](Cl)(=[O:48])=[O:47]. Product: [F:8][C:9]1[CH:10]=[C:11]([CH:14]=[CH:15][C:16]=1[O:17][CH:18]1[CH2:19][CH2:20][N:21]([C:24]2[N:29]=[C:28]3[CH2:30][N:31]([S:46]([CH3:45])(=[O:48])=[O:47])[CH2:32][CH2:33][C:27]3=[N:26][C:25]=2[NH:34][CH:35]([CH3:37])[CH3:36])[CH2:22][CH2:23]1)[C:12]#[N:13].[C:2]([OH:3])([C:4]([F:7])([F:6])[F:5])=[O:1]. The catalyst class is: 2.